Dataset: hERG potassium channel inhibition data for cardiac toxicity prediction from Karim et al.. Task: Regression/Classification. Given a drug SMILES string, predict its toxicity properties. Task type varies by dataset: regression for continuous values (e.g., LD50, hERG inhibition percentage) or binary classification for toxic/non-toxic outcomes (e.g., AMES mutagenicity, cardiotoxicity, hepatotoxicity). Dataset: herg_karim. (1) The compound is Clc1cccc(OC(c2ccccn2)[C@H]2CCNC2)c1Cl. The result is 0 (non-blocker). (2) The drug is CCn1cc([C@@]2(c3nn(C)c(=O)o3)N[C@@H](c3nc(-c4ccc(F)cn4)c[nH]3)Cc3c2[nH]c2ccccc32)cn1. The result is 0 (non-blocker).